From a dataset of Forward reaction prediction with 1.9M reactions from USPTO patents (1976-2016). Predict the product of the given reaction. (1) The product is: [CH:1]1[CH:2]=[CH:3][C:4]2[C:5](=[CH:7][N:8]=[N:9][C:10]=2[NH:11][NH2:12])[CH:6]=1.[ClH:13]. Given the reactants [CH:1]1[CH:2]=[CH:3][C:4]2[C:5](=[CH:7][N:8]=[N:9][C:10]=2[NH:11][NH2:12])[CH:6]=1.[ClH:13], predict the reaction product. (2) Given the reactants [C:1]([O:5][C:6]([NH:8][C@H:9]([C:25]([N:27]1[CH2:31][CH2:30][C@H:29]([F:32])[CH2:28]1)=[O:26])[C@H:10]([C:12]1[CH:24]=[CH:23][C:15]([C:16]([O:18][CH2:19][CH2:20][CH2:21][CH3:22])=[O:17])=[CH:14][CH:13]=1)[CH3:11])=[O:7])([CH3:4])([CH3:3])[CH3:2].[H][H], predict the reaction product. The product is: [C:1]([O:5][C:6]([NH:8][C@H:9]([C:25]([N:27]1[CH2:31][CH2:30][C@H:29]([F:32])[CH2:28]1)=[O:26])[C@H:10]([CH:12]1[CH2:24][CH2:23][CH:15]([C:16]([O:18][CH2:19][CH2:20][CH2:21][CH3:22])=[O:17])[CH2:14][CH2:13]1)[CH3:11])=[O:7])([CH3:3])([CH3:4])[CH3:2]. (3) Given the reactants Br[C:2]1[CH:3]=[CH:4][C:5]([F:23])=[C:6]([C@:8]2([CH3:22])[CH2:13][N:12]3[CH:14]=[C:15]([C:17]([F:20])([F:19])[F:18])[N:16]=[C:11]3[C:10]([NH2:21])=[N:9]2)[CH:7]=1.[N-:24]=[N+]=[N-].[Na+].C([O-])([O-])=O.[Na+].[Na+].CNCCNC, predict the reaction product. The product is: [NH2:24][C:2]1[CH:3]=[CH:4][C:5]([F:23])=[C:6]([C@:8]2([CH3:22])[CH2:13][N:12]3[CH:14]=[C:15]([C:17]([F:20])([F:19])[F:18])[N:16]=[C:11]3[C:10]([NH2:21])=[N:9]2)[CH:7]=1. (4) Given the reactants [Cl:1][C:2]1[CH:7]=[C:6]([C:8]2[N:12]=[CH:11][N:10](/[CH:13]=[CH:14]\[C:15]([NH:17][NH2:18])=[O:16])[N:9]=2)[CH:5]=[C:4]([O:19][CH3:20])[N:3]=1.[CH:21](OC)(OC)OC.CS(O)(=O)=O.CCOC(C)=O.CCCCCC, predict the reaction product. The product is: [Cl:1][C:2]1[CH:7]=[C:6]([C:8]2[N:12]=[CH:11][N:10](/[CH:13]=[CH:14]\[C:15]3[O:16][CH:21]=[N:18][N:17]=3)[N:9]=2)[CH:5]=[C:4]([O:19][CH3:20])[N:3]=1. (5) Given the reactants [NH:1]1[C:9]2[C:4](=[CH:5][CH:6]=[C:7]([C:10]([O:12][CH3:13])=[O:11])[CH:8]=2)[CH:3]=[N:2]1.[H-].[Na+].[CH3:16]I, predict the reaction product. The product is: [CH3:16][N:1]1[C:9]2[C:4](=[CH:5][CH:6]=[C:7]([C:10]([O:12][CH3:13])=[O:11])[CH:8]=2)[CH:3]=[N:2]1.[CH3:16][N:2]1[CH:3]=[C:4]2[C:9]([CH:8]=[C:7]([C:10]([O:12][CH3:13])=[O:11])[CH:6]=[CH:5]2)=[N:1]1. (6) Given the reactants F[C:2]1[N:7]=[C:6]([N:8]([CH3:21])[C:9]2[CH:14]=[CH:13][N:12]=[C:11]([C:15]3[CH:20]=[CH:19][CH:18]=[CH:17][CH:16]=3)[N:10]=2)[CH:5]=[CH:4][N:3]=1.[NH2:22][CH2:23][CH2:24][C:25]1[CH:26]=[C:27]([C@@H:31]([NH:33][C:34](=[O:40])[O:35][C:36]([CH3:39])([CH3:38])[CH3:37])[CH3:32])[CH:28]=[CH:29][CH:30]=1.C([O-])([O-])=O.[Na+].[Na+], predict the reaction product. The product is: [CH3:21][N:8]([C:9]1[CH:14]=[CH:13][N:12]=[C:11]([C:15]2[CH:20]=[CH:19][CH:18]=[CH:17][CH:16]=2)[N:10]=1)[C:6]1[CH:5]=[CH:4][N:3]=[C:2]([NH:22][CH2:23][CH2:24][C:25]2[CH:26]=[C:27]([C@@H:31]([NH:33][C:34](=[O:40])[O:35][C:36]([CH3:39])([CH3:38])[CH3:37])[CH3:32])[CH:28]=[CH:29][CH:30]=2)[N:7]=1.